This data is from Catalyst prediction with 721,799 reactions and 888 catalyst types from USPTO. The task is: Predict which catalyst facilitates the given reaction. (1) Reactant: [CH3:1][NH:2][C:3]1[CH:8]=[CH:7][CH:6]=[CH:5][CH:4]=1.[S:9](Cl)(=[O:12])(=[O:11])[NH2:10].O. Product: [CH3:1][N:2]([C:3]1[CH:8]=[CH:7][CH:6]=[CH:5][CH:4]=1)[S:9]([NH2:10])(=[O:12])=[O:11]. The catalyst class is: 60. (2) Reactant: COC1C=C(OC)C=CC=1C[N:6]1[CH2:14][C:13]2[C:8](=[CH:9][C:10]([NH:50]CC3C=CC(OC)=CC=3OC)=[C:11]([NH:15][C:16]([C:18]3[N:22]([CH3:23])[N:21]=[C:20]([C:24]4[CH:29]=[CH:28][C:27]([C:30]5[CH:31]=[CH:32][C:33]([C:36]([NH:38][CH3:39])=[O:37])=[N:34][CH:35]=5)=[CH:26][CH:25]=4)[C:19]=3[O:40]CC3C=CC(OC)=CC=3)=O)[CH:12]=2)[CH2:7]1. Product: [OH:40][C:19]1[C:20]([C:24]2[CH:29]=[CH:28][C:27]([C:30]3[CH:31]=[CH:32][C:33]([C:36]([NH:38][CH3:39])=[O:37])=[N:34][CH:35]=3)=[CH:26][CH:25]=2)=[N:21][N:22]([CH3:23])[C:18]=1[C:16]1[NH:50][C:10]2=[CH:9][C:8]3[CH2:7][NH:6][CH2:14][C:13]=3[CH:12]=[C:11]2[N:15]=1. The catalyst class is: 15.